This data is from Catalyst prediction with 721,799 reactions and 888 catalyst types from USPTO. The task is: Predict which catalyst facilitates the given reaction. (1) Reactant: [Br:1][C:2]1[CH:3]=[CH:4][C:5]([CH3:11])=[C:6]([CH:10]=1)[C:7](O)=[O:8].C[N:13](C(ON1N=NC2C=CC=NC1=2)=[N+](C)C)C.F[P-](F)(F)(F)(F)F.CCN(C(C)C)C(C)C.[NH4+].[OH-]. Product: [Br:1][C:2]1[CH:3]=[CH:4][C:5]([CH3:11])=[C:6]([CH:10]=1)[C:7]([NH2:13])=[O:8]. The catalyst class is: 18. (2) Reactant: [CH2:1]([O:8][C:9]1[CH:17]=[CH:16][C:12]([C:13]([OH:15])=[O:14])=[CH:11][CH:10]=1)[CH2:2][CH2:3][CH2:4][CH2:5][CH2:6][CH3:7].C1C=CC2N(O)N=NC=2C=1.C(Cl)CCl.[C:32]([C:36]1[CH:61]=[CH:60][C:39]([C:40]([NH:42][C@@H:43]([CH2:48][C:49]2[CH:54]=[CH:53][C:52](/[C:55](=[N:58]/[H])/[NH:56]O)=[CH:51][CH:50]=2)[C:44]([O:46][CH3:47])=[O:45])=[O:41])=[CH:38][CH:37]=1)([CH3:35])([CH3:34])[CH3:33]. Product: [C:32]([C:36]1[CH:61]=[CH:60][C:39]([C:40]([NH:42][C@@H:43]([CH2:48][C:49]2[CH:50]=[CH:51][C:52]([C:55](=[NH:56])[NH:58][O:14][C:13](=[O:15])[C:12]3[CH:16]=[CH:17][C:9]([O:8][CH2:1][CH2:2][CH2:3][CH2:4][CH2:5][CH2:6][CH3:7])=[CH:10][CH:11]=3)=[CH:53][CH:54]=2)[C:44]([O:46][CH3:47])=[O:45])=[O:41])=[CH:38][CH:37]=1)([CH3:35])([CH3:33])[CH3:34]. The catalyst class is: 3. (3) Reactant: [OH:1][C:2]1[CH:7]=[CH:6][C:5]([C:8]2[CH:13]=[CH:12][C:11]([O:14][CH:15]([CH3:19])[C:16](=[O:18])[CH3:17])=[CH:10][CH:9]=2)=[CH:4][CH:3]=1.C(N(CC)CC)C.Cl[Si:28]([CH3:31])([CH3:30])[CH3:29].C(=O)([O-])O.[Na+]. Product: [CH3:29][Si:28]([CH3:31])([CH3:30])[O:18][C:16]([CH3:17])=[C:15]([O:14][C:11]1[CH:12]=[CH:13][C:8]([C:5]2[CH:6]=[CH:7][C:2]([OH:1])=[CH:3][CH:4]=2)=[CH:9][CH:10]=1)[CH3:19]. The catalyst class is: 3. (4) Reactant: [F:1][C:2]1[CH:3]=[C:4]([N:10]2[CH2:19][C:18]3[C:13](=[CH:14][CH:15]=[CH:16][CH:17]=3)[NH:12][C:11]2=[O:20])[CH:5]=[CH:6][C:7]=1[O:8]C.B(Br)(Br)Br. Product: [F:1][C:2]1[CH:3]=[C:4]([N:10]2[CH2:19][C:18]3[C:13](=[CH:14][CH:15]=[CH:16][CH:17]=3)[NH:12][C:11]2=[O:20])[CH:5]=[CH:6][C:7]=1[OH:8]. The catalyst class is: 4. (5) Reactant: C([O:4][CH2:5][C:6]1[C:7]([N:33]2[C:45](=[O:46])[C:44]3[S:43][C:42]4[CH2:41][CH2:40][CH2:39][CH2:38][C:37]=4[C:36]=3[CH:35]=[N:34]2)=[N:8][CH:9]=[CH:10][C:11]=1[C:12]1[CH:17]=[C:16]([NH:18][C:19]2[CH:30]=[C:22]3[CH2:23][N:24]([C:27](=[O:29])[CH3:28])[CH2:25][CH2:26][N:21]3[N:20]=2)[C:15](=[O:31])[N:14]([CH3:32])[CH:13]=1)(=O)C.[OH-].[Li+]. Product: [C:27]([N:24]1[CH2:25][CH2:26][N:21]2[N:20]=[C:19]([NH:18][C:16]3[C:15](=[O:31])[N:14]([CH3:32])[CH:13]=[C:12]([C:11]4[CH:10]=[CH:9][N:8]=[C:7]([N:33]5[C:45](=[O:46])[C:44]6[S:43][C:42]7[CH2:41][CH2:40][CH2:39][CH2:38][C:37]=7[C:36]=6[CH:35]=[N:34]5)[C:6]=4[CH2:5][OH:4])[CH:17]=3)[CH:30]=[C:22]2[CH2:23]1)(=[O:29])[CH3:28]. The catalyst class is: 854.